From a dataset of TCR-epitope binding with 47,182 pairs between 192 epitopes and 23,139 TCRs. Binary Classification. Given a T-cell receptor sequence (or CDR3 region) and an epitope sequence, predict whether binding occurs between them. The epitope is TPQDLNTML. The TCR CDR3 sequence is CASPTGTRDTIYF. Result: 0 (the TCR does not bind to the epitope).